This data is from KCNQ2 potassium channel screen with 302,405 compounds. The task is: Binary Classification. Given a drug SMILES string, predict its activity (active/inactive) in a high-throughput screening assay against a specified biological target. (1) The drug is O1C2C(O)C(OC(=O)c3c(c4c(C(OC2)=O)cc(O)c(O)c4O)c(O)c(O)c(O)c3)C(O)C1OC(=O)c1cc(O)c(O)c(O)c1. The result is 0 (inactive). (2) The result is 0 (inactive). The drug is s1cc(nc1C)CN(C(=O)C1CN(C(=O)CC1)CCc1cc(F)ccc1)C.